Dataset: Peptide-MHC class II binding affinity with 134,281 pairs from IEDB. Task: Regression. Given a peptide amino acid sequence and an MHC pseudo amino acid sequence, predict their binding affinity value. This is MHC class II binding data. (1) The peptide sequence is FTLGRDGHEKPMNVQ. The binding affinity (normalized) is 0.496. The MHC is DRB3_0202 with pseudo-sequence DRB3_0202. (2) The peptide sequence is IFFMSPKGISRMSMA. The MHC is DRB1_0901 with pseudo-sequence DRB1_0901. The binding affinity (normalized) is 0.547.